From a dataset of Reaction yield outcomes from USPTO patents with 853,638 reactions. Predict the reaction yield, written as a fraction of the theoretical maximum amount of product (1.0 means a 100% yield; for example, 0.34 means a 34% yield). (1) The reactants are [Cl:1][C:2]1[C:7]([N:8]2[CH2:12][CH2:11][CH2:10][CH2:9]2)=[CH:6][C:5]([NH2:13])=[C:4]([N+:14]([O-])=O)[CH:3]=1.Cl[Sn]Cl.O.[CH:21](O)=O. No catalyst specified. The product is [Cl:1][C:2]1[C:7]([N:8]2[CH2:12][CH2:11][CH2:10][CH2:9]2)=[CH:6][C:5]2[N:13]=[CH:21][NH:14][C:4]=2[CH:3]=1. The yield is 0.700. (2) The reactants are [CH3:1][N:2]1[C:6]([C:7]2[CH:8]=[C:9]([C:13]([OH:15])=O)[S:10][C:11]=2[CH3:12])=[C:5]([CH3:16])[CH:4]=[N:3]1.[NH2:17][C@@H:18]([CH2:31][C:32]1[CH:37]=[C:36]([F:38])[CH:35]=[CH:34][C:33]=1[F:39])[CH2:19][N:20]1[C:28](=[O:29])[C:27]2[C:22](=[CH:23][CH:24]=[CH:25][CH:26]=2)[C:21]1=[O:30].FC1C=CC=C(F)C=1C[C@@H](C(O)=O)N.C1CN([P+](Br)(N2CCCC2)N2CCCC2)CC1.F[P-](F)(F)(F)(F)F.CCN(C(C)C)C(C)C. The catalyst is C(Cl)(Cl)Cl. The product is [F:39][C:33]1[CH:34]=[CH:35][C:36]([F:38])=[CH:37][C:32]=1[CH2:31][C@H:18]([NH:17][C:13]([C:9]1[S:10][C:11]([CH3:12])=[C:7]([C:6]2[N:2]([CH3:1])[N:3]=[CH:4][C:5]=2[CH3:16])[CH:8]=1)=[O:15])[CH2:19][N:20]1[C:28](=[O:29])[C:27]2[C:22](=[CH:23][CH:24]=[CH:25][CH:26]=2)[C:21]1=[O:30]. The yield is 0.620.